From a dataset of NCI-60 drug combinations with 297,098 pairs across 59 cell lines. Regression. Given two drug SMILES strings and cell line genomic features, predict the synergy score measuring deviation from expected non-interaction effect. Cell line: SR. Synergy scores: CSS=21.3, Synergy_ZIP=-11.0, Synergy_Bliss=-22.3, Synergy_Loewe=-45.5, Synergy_HSA=-21.7. Drug 2: C1CC(=O)NC(=O)C1N2C(=O)C3=CC=CC=C3C2=O. Drug 1: CC1=C2C(C(=O)C3(C(CC4C(C3C(C(C2(C)C)(CC1OC(=O)C(C(C5=CC=CC=C5)NC(=O)OC(C)(C)C)O)O)OC(=O)C6=CC=CC=C6)(CO4)OC(=O)C)OC)C)OC.